The task is: Predict the reactants needed to synthesize the given product.. This data is from Full USPTO retrosynthesis dataset with 1.9M reactions from patents (1976-2016). (1) Given the product [C:20](=[O:23])([S:22][CH2:30][CH2:29][CH2:28][P:27]([CH2:26][CH2:25][CH2:52][OH:55])([CH2:32][CH2:33][CH2:34][OH:41])=[O:36])[CH3:21], predict the reactants needed to synthesize it. The reactants are: C1C=CC(P(C2C=CC=CC=2)C2C=CC=CC=2)=CC=1.[C:20]([OH:23])(=[S:22])[CH3:21].O[CH:25](C)[CH2:26][P:27](=[O:36])([CH2:32][CH:33](O)[CH3:34])[CH2:28][CH:29](O)[CH3:30].CC([O:41]C(/N=N/C(OC(C)C)=O)=O)C.[C:52]([O-:55])([O-])=O.[Na+].[Na+]. (2) Given the product [F:1][C:2]1[CH:3]=[CH:4][CH:5]=[C:6]2[C:11]=1[N:10]=[C:9]([N:12]1[CH2:17][CH2:16][N:15]([C:18]3[CH:23]=[CH:22][CH:21]=[C:20]([CH3:24])[CH:19]=3)[CH2:14][CH2:13]1)[N:8]([C:25]1[CH:30]=[C:29]([C:31]([F:33])([F:32])[F:34])[CH:28]=[CH:27][C:26]=1[O:35][CH3:36])[CH:7]2[CH2:37][C:38]([OH:40])=[O:39], predict the reactants needed to synthesize it. The reactants are: [F:1][C:2]1[CH:3]=[CH:4][CH:5]=[C:6]2[C:11]=1[N:10]=[C:9]([N:12]1[CH2:17][CH2:16][N:15]([C:18]3[CH:23]=[CH:22][CH:21]=[C:20]([CH3:24])[CH:19]=3)[CH2:14][CH2:13]1)[N:8]([C:25]1[CH:30]=[C:29]([C:31]([F:34])([F:33])[F:32])[CH:28]=[CH:27][C:26]=1[O:35][CH3:36])[CH:7]2[CH2:37][C:38]([O:40]C)=[O:39].[OH-].[Na+].